Predict the reactants needed to synthesize the given product. From a dataset of Full USPTO retrosynthesis dataset with 1.9M reactions from patents (1976-2016). (1) The reactants are: [C:6]([OH:8])(=[O:7])[CH2:5][CH2:4][CH2:4][CH2:5][C:6]([OH:8])=[O:7].C(O)C[CH2:13][CH2:14][CH2:15][CH2:16][OH:17].[CH3:19]C(C)=O. Given the product [OH:17][CH2:16][C:5]([CH3:4])([CH2:6][OH:8])[CH3:19].[CH2:16]([OH:17])[CH2:15][CH2:14][CH2:13][OH:7], predict the reactants needed to synthesize it. (2) The reactants are: [CH3:1][C:2]([CH3:21])([Si:4]([CH3:20])([CH3:19])[O:5][CH2:6][CH:7]([OH:18])[CH2:8][CH2:9][O:10][Si:11]([CH3:17])([CH3:16])[C:12]([CH3:15])([CH3:14])[CH3:13])[CH3:3].C(N(CC)CC)C.[CH3:29][S:30](Cl)(=[O:32])=[O:31]. Given the product [CH3:29][S:30]([O:18][CH:7]([CH2:8][CH2:9][O:10][Si:11]([CH3:17])([CH3:16])[C:12]([CH3:13])([CH3:14])[CH3:15])[CH2:6][O:5][Si:4]([CH3:20])([CH3:19])[C:2]([CH3:21])([CH3:1])[CH3:3])(=[O:32])=[O:31], predict the reactants needed to synthesize it. (3) The reactants are: [CH2:1]([C@@:5]1([CH2:29][CH3:30])[NH:11][C@H:10]([C:12]2[CH:17]=[CH:16][CH:15]=[CH:14][CH:13]=2)[C:9]2[CH:18]=[C:19]([N:24]([CH3:26])[CH3:25])[C:20]([O:22]C)=[CH:21][C:8]=2[S:7](=[O:28])(=[O:27])[CH2:6]1)[CH2:2][CH2:3][CH3:4].[Cl-].[Al+3].[Cl-].[Cl-]. Given the product [CH2:1]([C@@:5]1([CH2:29][CH3:30])[NH:11][C@H:10]([C:12]2[CH:13]=[CH:14][CH:15]=[CH:16][CH:17]=2)[C:9]2[CH:18]=[C:19]([N:24]([CH3:26])[CH3:25])[C:20]([OH:22])=[CH:21][C:8]=2[S:7](=[O:27])(=[O:28])[CH2:6]1)[CH2:2][CH2:3][CH3:4], predict the reactants needed to synthesize it.